Dataset: Peptide-MHC class I binding affinity with 185,985 pairs from IEDB/IMGT. Task: Regression. Given a peptide amino acid sequence and an MHC pseudo amino acid sequence, predict their binding affinity value. This is MHC class I binding data. (1) The peptide sequence is ELRSLYNTV. The MHC is HLA-B45:01 with pseudo-sequence HLA-B45:01. The binding affinity (normalized) is 0.203. (2) The peptide sequence is AYCETCWEW. The MHC is H-2-Kd with pseudo-sequence H-2-Kd. The binding affinity (normalized) is 0.672. (3) The peptide sequence is NIVFSPFGY. The MHC is HLA-B08:01 with pseudo-sequence HLA-B08:01. The binding affinity (normalized) is 0.0847. (4) The peptide sequence is ASTVNYGPN. The MHC is H-2-Kb with pseudo-sequence H-2-Kb. The binding affinity (normalized) is 0. (5) The peptide sequence is DPRDDLSGM. The MHC is HLA-A30:01 with pseudo-sequence HLA-A30:01. The binding affinity (normalized) is 0.0847. (6) The peptide sequence is VETGTTETMPK. The MHC is HLA-B27:05 with pseudo-sequence HLA-B27:05. The binding affinity (normalized) is 0. (7) The peptide sequence is SPLPITLKY. The MHC is HLA-A02:16 with pseudo-sequence HLA-A02:16. The binding affinity (normalized) is 0.0847. (8) The peptide sequence is NAMSFDGFIR. The MHC is HLA-A68:01 with pseudo-sequence HLA-A68:01. The binding affinity (normalized) is 0.810. (9) The peptide sequence is NHIPVELSL. The MHC is HLA-B38:01 with pseudo-sequence HLA-B38:01. The binding affinity (normalized) is 0.599.